This data is from Catalyst prediction with 721,799 reactions and 888 catalyst types from USPTO. The task is: Predict which catalyst facilitates the given reaction. (1) Reactant: [CH3:1][O:2][C:3]1[CH:8]=[CH:7][CH:6]=[CH:5][C:4]=1[C:9]1[C:17]2[C:12](=[N:13][CH:14]=[C:15]([C:18]3[CH:19]=[C:20]([CH2:24][C:25]([OH:27])=O)[CH:21]=[CH:22][CH:23]=3)[CH:16]=2)[N:11]([CH2:28][O:29][CH2:30][CH2:31][Si:32]([CH3:35])([CH3:34])[CH3:33])[N:10]=1.[CH3:36][NH:37][CH3:38].C(N(C(C)C)CC)(C)C. Product: [CH3:1][O:2][C:3]1[CH:8]=[CH:7][CH:6]=[CH:5][C:4]=1[C:9]1[C:17]2[C:12](=[N:13][CH:14]=[C:15]([C:18]3[CH:19]=[C:20]([CH2:24][C:25]([N:37]([CH3:38])[CH3:36])=[O:27])[CH:21]=[CH:22][CH:23]=3)[CH:16]=2)[N:11]([CH2:28][O:29][CH2:30][CH2:31][Si:32]([CH3:35])([CH3:34])[CH3:33])[N:10]=1. The catalyst class is: 1. (2) Reactant: [NH2:1][C:2]1[CH:3]=[C:4]([CH:8]=[CH:9][CH:10]=1)[C:5]([OH:7])=[O:6].[N+]([C:14]1[CH:15]=C(S([O-])(=O)=O)C=C[CH:19]=1)([O-])=O.OCC(CO)O.S(=O)(=O)(O)O.[OH-].[NH4+].C. Product: [N:1]1[C:2]2[CH:10]=[CH:9][CH:8]=[C:4]([C:5]([OH:7])=[O:6])[C:3]=2[CH:15]=[CH:14][CH:19]=1. The catalyst class is: 6.